This data is from Reaction yield outcomes from USPTO patents with 853,638 reactions. The task is: Predict the reaction yield, written as a fraction of the theoretical maximum amount of product (1.0 means a 100% yield; for example, 0.34 means a 34% yield). (1) The reactants are C(O)[C@H]1[O:7][C@@H:6]([O:8][C@H]2[C@H:4](O)[C@@H:5]([OH:31])[C@H:6]([O:8][C@H]3[C@H:4](O)[C@@H:5]([OH:31])[CH:6]([OH:8])[O:7][C@@H]3CO)[O:7][C@@H]2CO)[C@H:5]([OH:31])[C@@H:4](O)[C@@H]1O.[CH2:35]([OH:79])[C@H:36]1[O:41][C@@H:40]([O:42][C@H:43]2[C@H:48]([OH:49])[C@@H:47]([OH:50])[C@H:46]([O:51][C@H:52]3[C@H:57]([OH:58])[C@@H:56]([OH:59])[C@H:55]([O:60][C@H:61]4[C@H:66]([OH:67])[C@@H:65]([OH:68])[CH:64]([OH:69])[O:63][C@@H:62]4[CH2:70][OH:71])[O:54][C@@H:53]3[CH2:72][OH:73])[O:45][C@@H:44]2[CH2:74][OH:75])[C@H:39]([OH:76])[C@@H:38]([OH:77])[C@@H:37]1[OH:78]. No catalyst specified. The product is [C:6]([OH:8])(=[O:7])[C@H:5]([CH3:4])[OH:31].[CH2:35]([OH:79])[C@H:36]1[O:41][C@@H:40]([O:42][C@H:43]2[C@H:48]([OH:49])[C@@H:47]([OH:50])[C@H:46]([O:51][C@H:52]3[C@H:57]([OH:58])[C@@H:56]([OH:59])[CH:55]([OH:60])[O:54][C@@H:53]3[CH2:72][OH:73])[O:45][C@@H:44]2[CH2:74][OH:75])[C@H:39]([OH:76])[C@@H:38]([OH:77])[C@@H:37]1[OH:78].[CH2:35]([OH:79])[C@H:36]1[O:41][C@@H:40]([O:42][C@H:43]2[C@H:48]([OH:49])[C@@H:47]([OH:50])[C@H:46]([O:51][C@H:52]3[C@H:57]([OH:58])[C@@H:56]([OH:59])[C@H:55]([O:60][C@H:61]4[C@H:66]([OH:67])[C@@H:65]([OH:68])[CH:64]([OH:69])[O:63][C@@H:62]4[CH2:70][OH:71])[O:54][C@@H:53]3[CH2:72][OH:73])[O:45][C@@H:44]2[CH2:74][OH:75])[C@H:39]([OH:76])[C@@H:38]([OH:77])[C@@H:37]1[OH:78]. The yield is 1.00. (2) The reactants are Cl[C:2]1[N:7]=[CH:6][C:5]([C:8]2[C:16]3[C:11](=[CH:12][C:13]([F:17])=[CH:14][CH:15]=3)[N:10]([S:18]([C:21]3[CH:26]=[CH:25][CH:24]=[CH:23][CH:22]=3)(=[O:20])=[O:19])[CH:9]=2)=[CH:4][CH:3]=1.[CH3:27][O:28][C:29]1[CH:42]=[CH:41][C:32]([CH2:33][N:34]2[CH2:39][CH2:38][CH:37]([NH2:40])[CH2:36][CH2:35]2)=[CH:31][CH:30]=1. No catalyst specified. The product is [F:17][C:13]1[CH:12]=[C:11]2[C:16]([C:8]([C:5]3[CH:4]=[CH:3][C:2]([NH:40][CH:37]4[CH2:36][CH2:35][N:34]([CH2:33][C:32]5[CH:41]=[CH:42][C:29]([O:28][CH3:27])=[CH:30][CH:31]=5)[CH2:39][CH2:38]4)=[N:7][CH:6]=3)=[CH:9][N:10]2[S:18]([C:21]2[CH:26]=[CH:25][CH:24]=[CH:23][CH:22]=2)(=[O:20])=[O:19])=[CH:15][CH:14]=1. The yield is 0.900. (3) The reactants are [CH3:1][C:2]1([CH3:14])[C:6]([CH3:8])([CH3:7])[O:5][B:4]([C:9]2[CH:10]=[N:11][NH:12][CH:13]=2)[O:3]1.[Cl:15][C:16]1[CH:17]=[C:18]([CH:21]=[CH:22][CH:23]=1)[CH2:19]O.C1(P(C2C=CC=CC=2)C2C=CC=CC=2)C=CC=CC=1.N(C(OC(C)(C)C)=O)=NC(OC(C)(C)C)=O. The catalyst is C1COCC1. The product is [Cl:15][C:16]1[CH:17]=[C:18]([CH2:19][N:12]2[CH:13]=[C:9]([B:4]3[O:5][C:6]([CH3:7])([CH3:8])[C:2]([CH3:14])([CH3:1])[O:3]3)[CH:10]=[N:11]2)[CH:21]=[CH:22][CH:23]=1. The yield is 0.910. (4) The reactants are [NH2:1][C:2]1[CH:3]=[C:4]([C:9]([N:11]2[CH2:17][C:16]3([CH3:19])[CH2:18][CH:12]2[CH2:13][C:14]([CH3:21])([CH3:20])[CH2:15]3)=[O:10])[CH:5]=[CH:6][C:7]=1[NH2:8].[CH:22]([CH:24]1[CH2:26][CH:25]1[C:27]([O:29][CH2:30][CH3:31])=[O:28])=O. The catalyst is CN1C(=O)CCC1. The product is [CH2:30]([O:29][C:27]([CH:25]1[CH2:26][CH:24]1[C:22]1[NH:8][C:7]2[CH:6]=[CH:5][C:4]([C:9]([N:11]3[CH2:17][C:16]4([CH3:19])[CH2:18][CH:12]3[CH2:13][C:14]([CH3:21])([CH3:20])[CH2:15]4)=[O:10])=[CH:3][C:2]=2[N:1]=1)=[O:28])[CH3:31]. The yield is 0.0800. (5) The reactants are BrN1C(=O)CCC1=O.C(OOC(=O)C1C=CC=CC=1)(=O)C1C=CC=CC=1.Br[C:28]1[CH:33]=[C:32]([C:34]([CH3:37])([CH3:36])[CH3:35])[CH:31]=[CH:30][C:29]=1[CH3:38].C(OC(=O)C(C)C(OCC)=O)C.[Na].C(OC(=O)C(C)C(OCC)=O)C.CC[O-].[Na+].BrC1C=C(C(C)(C)C)C=CC=1CBr.[OH-].[Na+]. The catalyst is C(Cl)(Cl)(Cl)Cl.O.C(O)C. The product is [C:34]([C:32]1[CH:31]=[CH:30][C:29]([CH3:38])=[CH:28][CH:33]=1)([CH3:37])([CH3:36])[CH3:35]. The yield is 0.600.